Dataset: Reaction yield outcomes from USPTO patents with 853,638 reactions. Task: Predict the reaction yield, written as a fraction of the theoretical maximum amount of product (1.0 means a 100% yield; for example, 0.34 means a 34% yield). (1) The catalyst is CN(C=O)C.CCOC(C)=O. The product is [Br:1][C:2]1[CH:3]=[CH:4][C:5]([N:8]2[CH:12]=[CH:11][C:10]([CH:13]([C:15]3[CH:24]=[CH:23][C:18]4[N:19]([CH2:36][O:35][CH2:34][CH2:33][Si:32]([CH3:39])([CH3:38])[CH3:31])[C:20](=[O:22])[S:21][C:17]=4[CH:16]=3)[CH3:14])=[N:9]2)=[N:6][CH:7]=1. The yield is 0.580. The reactants are [Br:1][C:2]1[CH:3]=[CH:4][C:5]([N:8]2[CH:12]=[CH:11][C:10]([CH:13]([C:15]3[CH:24]=[CH:23][C:18]4[NH:19][C:20](=[O:22])[S:21][C:17]=4[CH:16]=3)[CH3:14])=[N:9]2)=[N:6][CH:7]=1.C([O-])([O-])=O.[K+].[K+].[CH3:31][Si:32]([CH3:39])([CH3:38])[CH2:33][CH2:34][O:35][CH2:36]Cl. (2) The reactants are [CH2:1]([O:3][C:4]1[CH:9]=[CH:8][C:7]([S:10](Cl)(=[O:12])=[O:11])=[CH:6][C:5]=1[C:14]1[NH:19][C:18](=[O:20])[C:17]2=[C:21]([CH3:27])[N:22]=[C:23]([CH2:24][CH2:25][CH3:26])[N:16]2[N:15]=1)[CH3:2].[CH3:28][N:29]1[CH2:34][CH2:33][NH:32][CH2:31][CH2:30]1. The catalyst is ClCCl.CN(C1C=CN=CC=1)C. The product is [CH2:1]([O:3][C:4]1[CH:9]=[CH:8][C:7]([S:10]([N:32]2[CH2:33][CH2:34][N:29]([CH3:28])[CH2:30][CH2:31]2)(=[O:12])=[O:11])=[CH:6][C:5]=1[C:14]1[NH:19][C:18](=[O:20])[C:17]2=[C:21]([CH3:27])[N:22]=[C:23]([CH2:24][CH2:25][CH3:26])[N:16]2[N:15]=1)[CH3:2]. The yield is 0.880. (3) The product is [O:11]=[C:6]1[CH2:5][C:4]2[C:8](=[CH:9][CH:10]=[C:2]([NH:1][C:19](=[O:21])[CH3:20])[CH:3]=2)[NH:7]1. The catalyst is O1CCCC1. The yield is 0.889. The reactants are [NH2:1][C:2]1[CH:3]=[C:4]2[C:8](=[CH:9][CH:10]=1)[NH:7][C:6](=[O:11])[CH2:5]2.C(N(CC)CC)C.[C:19](Cl)(=[O:21])[CH3:20].C(OCC)(=O)C.